Task: Predict the reaction yield, written as a fraction of the theoretical maximum amount of product (1.0 means a 100% yield; for example, 0.34 means a 34% yield).. Dataset: Reaction yield outcomes from USPTO patents with 853,638 reactions (1) The reactants are OO.C(OC(C(F)(F)F)=O)(C(F)(F)F)=[O:4].[CH3:16][N:17]([CH3:36])[CH2:18][CH2:19][NH:20][C:21]1[N:22]=[N+:23]([O-:35])[C:24]2[CH:34]=[C:33]3[C:28]([CH2:29][CH2:30][CH2:31][O:32]3)=[CH:27][C:25]=2[N:26]=1.C(O)(C(F)(F)F)=O. The catalyst is C(Cl)Cl.N. The product is [O-:35][N+:23]1[C:24]2[CH:34]=[C:33]3[C:28](=[CH:27][C:25]=2[N+:26]([O-:4])=[C:21]([NH:20][CH2:19][CH2:18][N:17]([CH3:36])[CH3:16])[N:22]=1)[CH2:29][CH2:30][CH2:31][O:32]3. The yield is 0.220. (2) The yield is 0.510. The product is [CH2:1]([C:7]1[C:15]2[S:16][CH:17]=[CH:18][C:14]=2[C:13]([CH2:19][CH2:20][CH2:21][CH2:22][CH2:23][CH3:24])=[C:9]2[S:10][CH:11]=[CH:12][C:8]=12)[CH2:2][CH2:3][CH2:4][CH2:5][CH3:6]. The reactants are [C:1]([C:7]1[C:15]2[S:16][CH:17]=[CH:18][C:14]=2[C:13]([C:19]#[C:20][CH2:21][CH2:22][CH2:23][CH3:24])=[C:9]2[S:10][CH:11]=[CH:12][C:8]=12)#[C:2][CH2:3][CH2:4][CH2:5][CH3:6]. The catalyst is C1COCC1.[Pd].